This data is from Forward reaction prediction with 1.9M reactions from USPTO patents (1976-2016). The task is: Predict the product of the given reaction. (1) Given the reactants [CH2:1]([N:8]1[C:12]2=[C:13]([Cl:17])[N:14]=[CH:15][CH:16]=[C:11]2[C:10]([CH3:18])=[C:9]1[CH3:19])[C:2]1[CH:7]=[CH:6][CH:5]=[CH:4][CH:3]=1.[CH3:20][C:21]1[CH:28]=[CH:27][C:24]([CH2:25][NH2:26])=[CH:23][CH:22]=1, predict the reaction product. The product is: [ClH:17].[CH2:1]([N:8]1[C:12]2=[C:13]([NH:26][CH2:25][C:24]3[CH:27]=[CH:28][C:21]([CH3:20])=[CH:22][CH:23]=3)[N:14]=[CH:15][CH:16]=[C:11]2[C:10]([CH3:18])=[C:9]1[CH3:19])[C:2]1[CH:7]=[CH:6][CH:5]=[CH:4][CH:3]=1. (2) Given the reactants [Li+].CC([N-][CH:6]([CH3:8])[CH3:7])C.[CH2:9]([O:16][C:17]([CH:19]1[CH2:23][CH2:22][CH2:21][CH2:20]1)=[O:18])[C:10]1[CH:15]=[CH:14][CH:13]=[CH:12][CH:11]=1.C(Br)C=C, predict the reaction product. The product is: [CH2:9]([O:16][C:17]([C:19]1([CH2:8][CH:6]=[CH2:7])[CH2:23][CH2:22][CH2:21][CH2:20]1)=[O:18])[C:10]1[CH:15]=[CH:14][CH:13]=[CH:12][CH:11]=1. (3) Given the reactants [CH3:1][O:2][C:3](=[O:23])[NH:4][CH:5]([C:9]([N:11]1[CH2:15][CH2:14][CH2:13][CH:12]1[C:16]1[NH:17][C:18]([C:21]#[CH:22])=[CH:19][N:20]=1)=[O:10])[CH:6]([CH3:8])[CH3:7].[Br:24][C:25]1[CH:30]=[CH:29][C:28](Br)=[CH:27][CH:26]=1.C(N(CC)CC)C, predict the reaction product. The product is: [CH3:1][O:2][C:3](=[O:23])[NH:4][CH:5]([C:9]([N:11]1[CH2:15][CH2:14][CH2:13][CH:12]1[C:16]1[NH:17][C:18]([C:21]#[C:22][C:28]2[CH:29]=[CH:30][C:25]([Br:24])=[CH:26][CH:27]=2)=[CH:19][N:20]=1)=[O:10])[CH:6]([CH3:8])[CH3:7]. (4) Given the reactants [C:1]([O:5][C:6](=[O:23])[CH2:7][CH:8]([OH:22])[CH2:9][C@H:10]([OH:21])[CH2:11][O:12][C:13](=[O:20])[C:14]1[CH:19]=[CH:18][CH:17]=[CH:16][CH:15]=1)([CH3:4])([CH3:3])[CH3:2].CO[C:26](OC)([CH3:28])[CH3:27].C1(C)C=CC(S(O)(=O)=O)=CC=1.C(N(CC)CC)C, predict the reaction product. The product is: [C:1]([O:5][C:6](=[O:23])[CH2:7][C@H:8]1[CH2:9][C@@H:10]([CH2:11][O:12][C:13](=[O:20])[C:14]2[CH:15]=[CH:16][CH:17]=[CH:18][CH:19]=2)[O:21][C:26]([CH3:28])([CH3:27])[O:22]1)([CH3:4])([CH3:2])[CH3:3]. (5) Given the reactants [Cl:1][C:2]1[CH:7]=[CH:6][C:5]([C:8]2[CH:13]=[C:12]([C:14]([F:17])([F:16])[F:15])[N:11]3[N:18]=[CH:19][C:20]([C:21](O)=[O:22])=[C:10]3[N:9]=2)=[CH:4][CH:3]=1.[NH2:24][C:25]1[CH:30]=[C:29]([C:31]([NH:33]O)=[NH:32])[CH:28]=[CH:27][N:26]=1, predict the reaction product. The product is: [Cl:1][C:2]1[CH:7]=[CH:6][C:5]([C:8]2[CH:13]=[C:12]([C:14]([F:17])([F:16])[F:15])[N:11]3[N:18]=[CH:19][C:20]([C:21]4[O:22][N:33]=[C:31]([C:29]5[CH:28]=[CH:27][N:26]=[C:25]([NH2:24])[CH:30]=5)[N:32]=4)=[C:10]3[N:9]=2)=[CH:4][CH:3]=1. (6) Given the reactants [NH2:1][C:2]([CH3:17])([CH2:5][N:6]1[N:10]=[C:9]2[CH:11]=[C:12]([Cl:16])[CH:13]=[C:14]([CH3:15])[C:8]2=[N:7]1)[C:3]#[N:4].[O:18]([C:25]1[CH:33]=[CH:32][C:28]([C:29](Cl)=[O:30])=[CH:27][CH:26]=1)[C:19]1[CH:24]=[CH:23][CH:22]=[CH:21][CH:20]=1, predict the reaction product. The product is: [Cl:16][C:12]1[CH:13]=[C:14]([CH3:15])[C:8]2[C:9]([CH:11]=1)=[N:10][N:6]([CH2:5][C:2]([NH:1][C:29](=[O:30])[C:28]1[CH:27]=[CH:26][C:25]([O:18][C:19]3[CH:24]=[CH:23][CH:22]=[CH:21][CH:20]=3)=[CH:33][CH:32]=1)([C:3]#[N:4])[CH3:17])[N:7]=2.